Regression. Given a peptide amino acid sequence and an MHC pseudo amino acid sequence, predict their binding affinity value. This is MHC class I binding data. From a dataset of Peptide-MHC class I binding affinity with 185,985 pairs from IEDB/IMGT. (1) The peptide sequence is STLNFNNLR. The MHC is H-2-Kd with pseudo-sequence H-2-Kd. The binding affinity (normalized) is 0. (2) The peptide sequence is EDVWQLFETSI. The MHC is H-2-Kk with pseudo-sequence H-2-Kk. The binding affinity (normalized) is 0.673. (3) The peptide sequence is IYWLIFWRF. The MHC is HLA-B08:02 with pseudo-sequence HLA-B08:02. The binding affinity (normalized) is 0.0847. (4) The peptide sequence is AFPTSCHMFIICF. The MHC is HLA-A24:02 with pseudo-sequence HLA-A24:02. The binding affinity (normalized) is 0.